Dataset: Reaction yield outcomes from USPTO patents with 853,638 reactions. Task: Predict the reaction yield, written as a fraction of the theoretical maximum amount of product (1.0 means a 100% yield; for example, 0.34 means a 34% yield). (1) The product is [C:24]([N:21]1[CH2:22][CH2:23][CH:18]([O:17][C:15](=[O:16])[NH:14][C@H:10]2[C:11](=[O:12])[O:13][C@H:9]2[CH3:32])[CH2:19][CH2:20]1)(=[O:25])[C:26]1[CH:31]=[CH:30][CH:29]=[CH:28][CH:27]=1. The catalyst is C(Cl)Cl. The reactants are CCN(CC)CC.O[C@@H:9]([CH3:32])[C@@H:10]([NH:14][C:15]([O:17][CH:18]1[CH2:23][CH2:22][N:21]([C:24]([C:26]2[CH:31]=[CH:30][CH:29]=[CH:28][CH:27]=2)=[O:25])[CH2:20][CH2:19]1)=[O:16])[C:11]([OH:13])=[O:12].CN(C(ON1N=NC2C=CC=CC1=2)=[N+](C)C)C.F[P-](F)(F)(F)(F)F. The yield is 0.0900. (2) The reactants are [S:1]1[CH:5]=[CH:4][N:3]=[C:2]1[C:6]([NH2:8])=[NH:7].C([O-])(O)=O.[Na+].[CH3:14][O:15][C:16](=[O:30])/[C:17](/[C:27](=O)[CH3:28])=[C:18](/[C:20]1[CH:25]=[CH:24][C:23]([F:26])=[CH:22][CH:21]=1)\[CH3:19].CCOC(C)=O. The catalyst is CN1C(=O)CCC1.O. The product is [CH3:14][O:15][C:16]([C:17]1[C:18]([C:20]2[CH:21]=[CH:22][C:23]([F:26])=[CH:24][CH:25]=2)([CH3:19])[N:7]=[C:6]([C:2]2[S:1][CH:5]=[CH:4][N:3]=2)[NH:8][C:27]=1[CH3:28])=[O:30]. The yield is 0.483. (3) The reactants are C[O:2][C:3](=[O:33])[CH2:4][C:5]1[CH:10]=[CH:9][C:8]([N:11]2[C:18](=[S:19])[N:17]([C:20]3[CH:25]=[CH:24][C:23]([C:26]#[N:27])=[C:22]([C:28]([F:31])([F:30])[F:29])[CH:21]=3)[C:16](=[O:32])[C:12]32[CH2:15][CH2:14][CH2:13]3)=[CH:7][CH:6]=1.[OH-].[Na+]. The catalyst is CO. The product is [C:26]([C:23]1[CH:24]=[CH:25][C:20]([N:17]2[C:16](=[O:32])[C:12]3([CH2:13][CH2:14][CH2:15]3)[N:11]([C:8]3[CH:7]=[CH:6][C:5]([CH2:4][C:3]([OH:33])=[O:2])=[CH:10][CH:9]=3)[C:18]2=[S:19])=[CH:21][C:22]=1[C:28]([F:30])([F:31])[F:29])#[N:27]. The yield is 0.950. (4) The reactants are Br[C:2]1[CH:7]=[C:6]([Cl:8])[N:5]=[N:4][C:3]=1[NH2:9].[CH3:10][O-:11].[Na+]. The catalyst is CO. The product is [Cl:8][C:6]1[N:5]=[N:4][C:3]([NH2:9])=[C:2]([O:11][CH3:10])[CH:7]=1. The yield is 0.400. (5) The reactants are Br[C:2]1[CH:7]=[C:6]([C@@H:8]([NH:12][C:13](=[O:19])[O:14][C:15]([CH3:18])([CH3:17])[CH3:16])[CH2:9][CH:10]=[CH2:11])[CH:5]=[CH:4][N:3]=1.[CH3:20][N:21]1[CH:25]=[C:24]([N+:26]([O-:28])=[O:27])[CH:23]=[N:22]1.C12(P(C34CC5CC(CC(C5)C3)C4)CCCC)CC3CC(CC(C3)C1)C2.C([O-])([O-])=O.[K+].[K+].C(O)(=O)C(C)(C)C. The catalyst is CC([O-])=O.CC([O-])=O.[Pd+2].O1CCOCC1. The product is [CH3:20][N:21]1[C:25]([C:2]2[CH:7]=[C:6]([C@@H:8]([NH:12][C:13](=[O:19])[O:14][C:15]([CH3:18])([CH3:17])[CH3:16])[CH2:9][CH:10]=[CH2:11])[CH:5]=[CH:4][N:3]=2)=[C:24]([N+:26]([O-:28])=[O:27])[CH:23]=[N:22]1. The yield is 0.540. (6) The reactants are ClC1C=CC=C(C(OO)=[O:9])C=1.[CH3:12][O:13][CH2:14][O:15][CH2:16][C:17]([CH3:19])=[CH2:18].C(=O)([O-])O.[Na+].O. The catalyst is C(Cl)Cl. The product is [CH3:12][O:13][CH2:14][O:15][CH2:16][C:17]1([CH3:19])[CH2:18][O:9]1. The yield is 0.620. (7) The reactants are Br[C:2]1[CH:3]=[C:4]2[C:9](=[CH:10][CH:11]=1)[N:8]=[C:7]([O:12][CH3:13])[CH:6]=[C:5]2[C:14]1[CH:19]=[CH:18][CH:17]=[C:16]([O:20][CH2:21][CH3:22])[CH:15]=1.[Cl:23][C:24]1[S:28][C:27]([C:29]([C:31]2[N:32]([CH3:36])[CH:33]=[N:34][CH:35]=2)=[O:30])=[CH:26][CH:25]=1. No catalyst specified. The product is [Cl:23][C:24]1[S:28][C:27]([C:29]([C:2]2[CH:3]=[C:4]3[C:9](=[CH:10][CH:11]=2)[N:8]=[C:7]([O:12][CH3:13])[CH:6]=[C:5]3[C:14]2[CH:19]=[CH:18][CH:17]=[C:16]([O:20][CH2:21][CH3:22])[CH:15]=2)([C:31]2[N:32]([CH3:36])[CH:33]=[N:34][CH:35]=2)[OH:30])=[CH:26][CH:25]=1. The yield is 0.720.